Task: Predict the product of the given reaction.. Dataset: Forward reaction prediction with 1.9M reactions from USPTO patents (1976-2016) Given the reactants [CH2:1]([N:7]1[CH2:12][CH:11]2[CH:9]([C:10]2([C:14]2[CH:15]=[C:16]([C:20](=[NH:24])OCC)[CH:17]=[CH:18][CH:19]=2)[CH3:13])[C:8]1=[O:25])[CH2:2][CH2:3][CH2:4][CH2:5][CH3:6].[NH2:26][C:27]1[CH:32]=[CH:31][CH:30]=[CH:29][C:28]=1N, predict the reaction product. The product is: [NH:24]1[C:28]2[CH:29]=[CH:30][CH:31]=[CH:32][C:27]=2[N:26]=[C:20]1[C:16]1[CH:15]=[C:14]([C:10]2([CH3:13])[CH:9]3[CH:11]2[CH2:12][N:7]([CH2:1][CH2:2][CH2:3][CH2:4][CH2:5][CH3:6])[C:8]3=[O:25])[CH:19]=[CH:18][CH:17]=1.